From a dataset of Catalyst prediction with 721,799 reactions and 888 catalyst types from USPTO. Predict which catalyst facilitates the given reaction. (1) Reactant: [CH3:1][O:2][C:3](=[O:33])[C@@H:4]([NH:13][C:14]([C:16]1[CH:17]=[C:18]([C:23]2[CH:28]=[CH:27][C:26]([C:29]([F:32])([F:31])[F:30])=[CH:25][CH:24]=2)[CH:19]=[CH:20][C:21]=1[OH:22])=[O:15])[CH2:5][C:6]1[CH:11]=[CH:10][C:9](Br)=[CH:8][CH:7]=1.[N+:34]([C:37]1[CH:42]=[CH:41][C:40](B(O)O)=[CH:39][CH:38]=1)([O-:36])=[O:35].C([O-])([O-])=O.[Na+].[Na+]. Product: [CH3:1][O:2][C:3](=[O:33])[C@@H:4]([NH:13][C:14]([C:16]1[CH:17]=[C:18]([C:23]2[CH:28]=[CH:27][C:26]([C:29]([F:32])([F:31])[F:30])=[CH:25][CH:24]=2)[CH:19]=[CH:20][C:21]=1[OH:22])=[O:15])[CH2:5][C:6]1[CH:11]=[CH:10][C:9]([C:40]2[CH:41]=[CH:42][C:37]([N+:34]([O-:36])=[O:35])=[CH:38][CH:39]=2)=[CH:8][CH:7]=1. The catalyst class is: 104. (2) Reactant: N#N.Cl[C:4]1[N:5]=[C:6]2[CH:14]=[CH:13][N:12]=[CH:11][C:7]2=[N:8][C:9]=1[Cl:10].Cl.[F:16][C:17]1[CH:29]=[C:28]([F:30])[CH:27]=[CH:26][C:18]=1[O:19][CH:20]1[CH2:25][CH2:24][NH:23][CH2:22][CH2:21]1.C(N(C(C)C)C(C)C)C. Product: [Cl:10][C:9]1[N:8]=[C:7]2[CH:11]=[N:12][CH:13]=[CH:14][C:6]2=[N:5][C:4]=1[N:23]1[CH2:22][CH2:21][CH:20]([O:19][C:18]2[CH:26]=[CH:27][C:28]([F:30])=[CH:29][C:17]=2[F:16])[CH2:25][CH2:24]1. The catalyst class is: 2. (3) Reactant: Cl[C:2]1[C:11]2=[N:12][N:13](CC3C=CC(OC)=CC=3)[CH:14]=[C:10]2[C:9]2[CH:8]=[C:7]([I:24])[CH:6]=[CH:5][C:4]=2[N:3]=1.[CH3:25][O:26][C:27]1[CH:28]=[C:29]([CH:31]=[CH:32][C:33]=1[O:34][CH3:35])[NH2:30].Cl. Product: [CH3:25][O:26][C:27]1[CH:28]=[C:29]([NH:30][C:2]2[C:11]3[NH:12][N:13]=[CH:14][C:10]=3[C:9]3[CH:8]=[C:7]([I:24])[CH:6]=[CH:5][C:4]=3[N:3]=2)[CH:31]=[CH:32][C:33]=1[O:34][CH3:35]. The catalyst class is: 71. (4) Reactant: C([O:4][C:5]1[CH:14]=[C:13]2[C:8]([CH:9]=[C:10]([C:15]3[CH:20]=[CH:19][CH:18]=[C:17]([O:21][CH3:22])[CH:16]=3)[CH2:11][O:12]2)=[CH:7][CH:6]=1)(=O)C.N1C=CN=C1.O1C2C(=CC=C(O)C=2)C=C(C2C=CC(O)=CC=2)C1. Product: [OH:4][C:5]1[CH:14]=[C:13]2[C:8]([CH:9]=[C:10]([C:15]3[CH:20]=[CH:19][CH:18]=[C:17]([O:21][CH3:22])[CH:16]=3)[CH2:11][O:12]2)=[CH:7][CH:6]=1. The catalyst class is: 8. (5) Reactant: Cl.Cl.[NH2:3][CH2:4][C:5]1[NH:13][C:12]2[C:11]([O:14][C:15]3[CH:20]=[CH:19][C:18]([NH:21][C:22]([NH:24][C:25]4[CH:30]=[CH:29][CH:28]=[C:27]([C:31]([F:34])([F:33])[F:32])[CH:26]=4)=[O:23])=[C:17]([Cl:35])[CH:16]=3)=[N:10][CH:9]=[N:8][C:7]=2[CH:6]=1.[OH:36][C:37]([CH3:43])([CH3:42])[CH2:38][C:39](O)=[O:40].C(N(CC)CC)C.Cl.C(N=C=NCCCN(C)C)C.ON1C2C=CC=CC=2N=N1. Product: [Cl:35][C:17]1[CH:16]=[C:15]([CH:20]=[CH:19][C:18]=1[NH:21][C:22]([NH:24][C:25]1[CH:30]=[CH:29][CH:28]=[C:27]([C:31]([F:34])([F:33])[F:32])[CH:26]=1)=[O:23])[O:14][C:11]1[C:12]2[NH:13][C:5]([CH2:4][NH:3][C:39](=[O:40])[CH2:38][C:37]([OH:36])([CH3:43])[CH3:42])=[CH:6][C:7]=2[N:8]=[CH:9][N:10]=1. The catalyst class is: 35.